From a dataset of Forward reaction prediction with 1.9M reactions from USPTO patents (1976-2016). Predict the product of the given reaction. (1) The product is: [F:9][C:2]([F:1])([F:8])[C:3]([NH:15][CH2:14][CH2:13][CH2:12][NH:11][CH3:10])=[O:5]. Given the reactants [F:1][C:2]([F:9])([F:8])[C:3]([O:5]CC)=O.[CH3:10][NH:11][CH2:12][CH2:13][CH2:14][NH2:15], predict the reaction product. (2) Given the reactants [CH3:1][N:2]([CH3:17])[C:3](=[O:16])[CH2:4][N:5]1[CH:9]=[C:8]([C:10]#[C:11][Si](C)(C)C)[CH:7]=[N:6]1.CCCC[N+](CCCC)(CCCC)CCCC.[F-], predict the reaction product. The product is: [C:10]([C:8]1[CH:7]=[N:6][N:5]([CH2:4][C:3]([N:2]([CH3:17])[CH3:1])=[O:16])[CH:9]=1)#[CH:11]. (3) Given the reactants [CH:1]([CH:3]1[CH2:8][CH2:7][CH:6]([CH:9]=[CH2:10])[CH2:5][CH:4]1[CH:11]=[CH2:12])=[CH2:2].[CH2:13]([O:15][SiH:16]([O:20][CH2:21][CH3:22])[O:17][CH2:18][CH3:19])[CH3:14], predict the reaction product. The product is: [CH2:13]([O:15][Si:16]([O:20][CH2:21][CH3:22])([O:17][CH2:18][CH3:19])[CH2:2][CH2:1][CH:3]1[CH2:8][CH2:7][CH:6]([CH2:9][CH2:10][Si:16]([O:20][CH2:21][CH3:22])([O:17][CH2:18][CH3:19])[O:15][CH2:13][CH3:14])[CH2:5][CH:4]1[CH:11]=[CH2:12])[CH3:14]. (4) Given the reactants [NH2:1][CH2:2][C@@H:3]1[C@H:8]([CH3:9])[CH2:7][CH2:6][CH2:5][N:4]1[C:10]([C:12]1[CH:17]=[C:16]([Cl:18])[CH:15]=[CH:14][C:13]=1[C:19]1[N:24]=[CH:23][CH:22]=[CH:21][N:20]=1)=[O:11].Cl[C:26]1[N:31]=[CH:30][C:29]([C:32]([F:35])([F:34])[F:33])=[CH:28][N:27]=1, predict the reaction product. The product is: [Cl:18][C:16]1[CH:15]=[CH:14][C:13]([C:19]2[N:20]=[CH:21][CH:22]=[CH:23][N:24]=2)=[C:12]([C:10]([N:4]2[CH2:5][CH2:6][CH2:7][C@@H:8]([CH3:9])[C@H:3]2[CH2:2][NH:1][C:26]2[N:31]=[CH:30][C:29]([C:32]([F:35])([F:34])[F:33])=[CH:28][N:27]=2)=[O:11])[CH:17]=1.